From a dataset of Full USPTO retrosynthesis dataset with 1.9M reactions from patents (1976-2016). Predict the reactants needed to synthesize the given product. (1) Given the product [OH:20][C@@H:19]1[C@H:18]([OH:22])[C@@H:17]([O:24][CH3:25])[C:16]([CH3:26])([CH3:27])[O:15][C@H:14]1[O:13][C:11]1[C:10]([CH3:28])=[C:9]2[C:4]([CH:5]=[C:6]([NH:30][C:31]([C:53]3[NH:52][C:60]4[C:55]([CH:54]=3)=[CH:56][CH:57]=[CH:58][CH:59]=4)=[O:32])[C:7](=[O:29])[O:8]2)=[C:3]([O:2][CH3:1])[CH:12]=1, predict the reactants needed to synthesize it. The reactants are: [CH3:1][O:2][C:3]1[CH:12]=[C:11]([O:13][C@H:14]2[C@@H:19]3[O:20]C(=O)[O:22][C@@H:18]3[C@@H:17]([O:24][CH3:25])[C:16]([CH3:27])([CH3:26])[O:15]2)[C:10]([CH3:28])=[C:9]2[C:4]=1[CH:5]=[C:6]([NH:30][C:31](=O)[O:32]CC1C=CC=CC=1)[C:7](=[O:29])[O:8]2.CCN=C=NCCCN(C)C.[NH:52]1[C:60]2[C:55](=[CH:56][CH:57]=[CH:58][CH:59]=2)[CH:54]=[C:53]1C(O)=O.C(=O)([O-])[O-]. (2) Given the product [CH3:40][O:39][C:36]1[CH:35]=[CH:34][C:33]([CH2:32][O:31][C:20]2[C:19]([C:17]3[O:16][N:15]=[C:2]([C:3]4[CH:8]=[CH:7][C:6]([P:9]([CH3:14])(=[O:13])[O:10][CH2:11][CH3:12])=[CH:5][CH:4]=4)[CH:18]=3)=[CH:24][N:23]=[C:22]([C:25]3[CH:30]=[CH:29][CH:28]=[CH:27][N:26]=3)[N:21]=2)=[CH:38][CH:37]=1, predict the reactants needed to synthesize it. The reactants are: Cl/[C:2](=[N:15]\[OH:16])/[C:3]1[CH:8]=[CH:7][C:6]([P:9]([CH3:14])(=[O:13])[O:10][CH2:11][CH3:12])=[CH:5][CH:4]=1.[C:17]([C:19]1[C:20]([O:31][CH2:32][C:33]2[CH:38]=[CH:37][C:36]([O:39][CH3:40])=[CH:35][CH:34]=2)=[N:21][C:22]([C:25]2[CH:30]=[CH:29][CH:28]=[CH:27][N:26]=2)=[N:23][CH:24]=1)#[CH:18].C(N(CC)CC)C. (3) Given the product [CH3:27][N:26]([CH2:37][CH2:38][CH2:39][C:40]1[CH:45]=[CH:44][CH:43]=[CH:42][CH:41]=1)[S:25]([N:20]1[CH2:19][CH2:18][N:17]([C:16]2[C:11]3[CH:10]=[CH:9][NH:8][C:12]=3[N:13]=[CH:14][N:15]=2)[CH2:24][C:21]21[CH2:22][CH2:23]2)(=[O:29])=[O:28], predict the reactants needed to synthesize it. The reactants are: C(OC([N:8]1[C:12]2[N:13]=[CH:14][N:15]=[C:16]([N:17]3[CH2:24][C:21]4([CH2:23][CH2:22]4)[N:20]([S:25](=[O:29])(=[O:28])[NH:26][CH3:27])[CH2:19][CH2:18]3)[C:11]=2[CH:10]=[CH:9]1)=O)(C)(C)C.C([O-])([O-])=O.[Cs+].[Cs+].Br[CH2:37][CH2:38][CH2:39][C:40]1[CH:45]=[CH:44][CH:43]=[CH:42][CH:41]=1.O. (4) Given the product [OH:30][C@H:27]1[CH2:28][CH2:29][C@H:24]([NH:23][C:2]2[CH:9]=[C:8]([N:10]3[C:18]4[CH2:17][C:16]([CH3:20])([CH3:19])[CH2:15][C:14](=[O:21])[C:13]=4[C:12]([CH3:22])=[CH:11]3)[CH:7]=[CH:6][C:3]=2[C:4]([NH2:5])=[O:34])[CH2:25][CH2:26]1, predict the reactants needed to synthesize it. The reactants are: Br[C:2]1[CH:9]=[C:8]([N:10]2[C:18]3[CH2:17][C:16]([CH3:20])([CH3:19])[CH2:15][C:14](=[O:21])[C:13]=3[C:12]([CH3:22])=[CH:11]2)[CH:7]=[CH:6][C:3]=1[C:4]#[N:5].[NH2:23][C@H:24]1[CH2:29][CH2:28][C@H:27]([OH:30])[CH2:26][CH2:25]1.CC(C)([O-:34])C.[Na+].C1(C)C=CC=CC=1. (5) Given the product [Cl:21][C:19]1[CH:20]=[C:15]([C:9]2([C:11]([F:14])([F:13])[F:12])[O:8][CH2:7][C:6]([C:37]3[CH:38]=[CH:39][C:32]([F:31])=[C:33]([CH:36]=3)[C:34]#[N:35])=[CH:10]2)[CH:16]=[C:17]([Cl:22])[CH:18]=1, predict the reactants needed to synthesize it. The reactants are: C([Sn](CCCC)(CCCC)[C:6]1[CH2:7][O:8][C:9]([C:15]2[CH:20]=[C:19]([Cl:21])[CH:18]=[C:17]([Cl:22])[CH:16]=2)([C:11]([F:14])([F:13])[F:12])[CH:10]=1)CCC.[F:31][C:32]1[CH:39]=[CH:38][C:37](I)=[CH:36][C:33]=1[C:34]#[N:35].O. (6) Given the product [CH2:10]([O:9][C:7]([C:4]1[C:3]([Cl:12])=[C:2]([CH3:1])[NH:6][N:5]=1)=[O:8])[CH3:11], predict the reactants needed to synthesize it. The reactants are: [CH3:1][C:2]1[NH:6][N:5]=[C:4]([C:7]([O:9][CH2:10][CH3:11])=[O:8])[CH:3]=1.[Cl:12]N1C(=O)CCC1=O. (7) Given the product [C:1]([O:5][C:6](=[O:7])[NH:8][C@:9]1([C:14](=[O:16])[NH:38][S:35]([C:32]2([CH2:31][O:30][CH3:29])[CH2:34][CH2:33]2)(=[O:37])=[O:36])[CH2:11][C@H:10]1[CH:12]=[CH2:13])([CH3:2])([CH3:3])[CH3:4], predict the reactants needed to synthesize it. The reactants are: [C:1]([O:5][C:6]([NH:8][C@:9]1([C:14]([OH:16])=O)[CH2:11][C@H:10]1[CH:12]=[CH2:13])=[O:7])([CH3:4])([CH3:3])[CH3:2].C(N1C=CN=C1)(N1C=CN=C1)=O.[CH3:29][O:30][CH2:31][C:32]1([S:35]([NH2:38])(=[O:37])=[O:36])[CH2:34][CH2:33]1.C1CCN2C(=NCCC2)CC1. (8) Given the product [Cl:14][C:15]1[CH:27]=[CH:26][C:18]([CH2:19][N:20]2[CH:24]=[CH:23][C:22]([NH:25][CH:10]3[CH2:11][CH2:12][N:7]([C:5]4[S:4][N:3]=[C:2]([CH3:1])[N:6]=4)[CH2:8][CH2:9]3)=[N:21]2)=[CH:17][CH:16]=1, predict the reactants needed to synthesize it. The reactants are: [CH3:1][C:2]1[N:6]=[C:5]([N:7]2[CH2:12][CH2:11][C:10](=O)[CH2:9][CH2:8]2)[S:4][N:3]=1.[Cl:14][C:15]1[CH:27]=[CH:26][C:18]([CH2:19][N:20]2[CH:24]=[CH:23][C:22]([NH2:25])=[N:21]2)=[CH:17][CH:16]=1. (9) Given the product [CH3:22][C:3]1[C:2]([NH:28][C:24]2([CH3:23])[CH2:27][O:26][CH2:25]2)=[N:11][C:10]2[C:5](=[CH:6][CH:7]=[CH:8][C:9]=2[C:12]2[NH:20][C:19]3[CH2:18][CH2:17][NH:16][C:15](=[O:21])[C:14]=3[CH:13]=2)[N:4]=1, predict the reactants needed to synthesize it. The reactants are: F[C:2]1[C:3]([CH3:22])=[N:4][C:5]2[C:10]([N:11]=1)=[C:9]([C:12]1[NH:20][C:19]3[CH2:18][CH2:17][NH:16][C:15](=[O:21])[C:14]=3[CH:13]=1)[CH:8]=[CH:7][CH:6]=2.[CH3:23][C:24]1([NH2:28])[CH2:27][O:26][CH2:25]1.CCN(C(C)C)C(C)C.